From a dataset of Full USPTO retrosynthesis dataset with 1.9M reactions from patents (1976-2016). Predict the reactants needed to synthesize the given product. (1) Given the product [CH3:3][O:5][CH2:6][CH2:7][O:13][C:14]1[CH:15]=[CH:16][C:17]2[C:18]3[N:26]=[C:25]([C:27]4[CH:32]=[CH:31][CH:30]=[CH:29][CH:28]=4)[CH:24]=[C:23]([C:33]([NH2:35])=[O:34])[C:19]=3[NH:20][C:21]=2[CH:22]=1, predict the reactants needed to synthesize it. The reactants are: N([C:3]([O:5][CH2:6][CH3:7])=O)=N[C:3]([O:5][CH2:6][CH3:7])=O.[OH:13][C:14]1[CH:15]=[CH:16][C:17]2[C:18]3[N:26]=[C:25]([C:27]4[CH:32]=[CH:31][CH:30]=[CH:29][CH:28]=4)[CH:24]=[C:23]([C:33]([NH2:35])=[O:34])[C:19]=3[NH:20][C:21]=2[CH:22]=1.COCCO.C1(P(C2C=CC=CC=2)C2C=CC=CC=2)C=CC=CC=1. (2) Given the product [C:1]([NH:5][S:6]([C:9]1[C:10]([C:15]2[CH:20]=[CH:19][CH:18]=[C:17]([NH:21][CH2:30][C:27]3[C:26]([CH2:32][OH:33])=[CH:25][N:24]=[C:23]([CH3:22])[C:28]=3[OH:29])[CH:16]=2)=[CH:11][CH:12]=[CH:13][CH:14]=1)(=[O:8])=[O:7])([CH3:4])([CH3:2])[CH3:3], predict the reactants needed to synthesize it. The reactants are: [C:1]([NH:5][S:6]([C:9]1[C:10]([C:15]2[CH:20]=[CH:19][CH:18]=[C:17]([NH2:21])[CH:16]=2)=[CH:11][CH:12]=[CH:13][CH:14]=1)(=[O:8])=[O:7])([CH3:4])([CH3:3])[CH3:2].[CH3:22][C:23]1[C:28]([OH:29])=[C:27]([CH:30]=O)[C:26]([CH2:32][OH:33])=[CH:25][N:24]=1.Cl. (3) Given the product [CH3:18][O:17][C:13]1[CH:12]=[C:11]([N:9]([CH3:10])[C:7]([C:5]2[S:6][C:2]([C:25]3[CH:24]=[CH:23][CH:22]=[C:21]([O:20][CH3:19])[CH:26]=3)=[CH:3][CH:4]=2)=[O:8])[CH:16]=[CH:15][CH:14]=1, predict the reactants needed to synthesize it. The reactants are: Br[C:2]1[S:6][C:5]([C:7]([N:9]([C:11]2[CH:16]=[CH:15][CH:14]=[C:13]([O:17][CH3:18])[CH:12]=2)[CH3:10])=[O:8])=[CH:4][CH:3]=1.[CH3:19][O:20][C:21]1[CH:22]=[C:23](B(O)O)[CH:24]=[CH:25][CH:26]=1. (4) Given the product [CH2:1]([O:3][C:4]1[C:5]([C:12]2[NH:17][C:16](=[O:18])[C:15]3=[C:19]([CH3:25])[N:20]=[C:21]([CH2:22][CH2:23][CH3:24])[N:14]3[N:13]=2)=[CH:6][C:7]([S:27]([Cl:26])(=[O:29])=[O:28])=[C:8]([O:10][CH3:11])[CH:9]=1)[CH3:2], predict the reactants needed to synthesize it. The reactants are: [CH2:1]([O:3][C:4]1[CH:9]=[C:8]([O:10][CH3:11])[CH:7]=[CH:6][C:5]=1[C:12]1[NH:17][C:16](=[O:18])[C:15]2=[C:19]([CH3:25])[N:20]=[C:21]([CH2:22][CH2:23][CH3:24])[N:14]2[N:13]=1)[CH3:2].[Cl:26][S:27](O)(=[O:29])=[O:28]. (5) Given the product [CH2:1]([NH:9][C:10]1[CH:11]=[C:12]2[C:17](=[C:18]([C:20]([NH2:22])=[O:21])[CH:19]=1)[N:16]=[CH:15][N:14]=[C:13]2[NH:23][CH2:24][C:25]1[CH:30]=[CH:29][C:28]([Cl:31])=[C:27]([C:32]([F:34])([F:35])[F:33])[CH:26]=1)[C:2]1[CH:7]=[CH:6][CH:5]=[CH:4][CH:3]=1, predict the reactants needed to synthesize it. The reactants are: [CH2:1](Br)[C:2]1[CH:7]=[CH:6][CH:5]=[CH:4][CH:3]=1.[NH2:9][C:10]1[CH:11]=[C:12]2[C:17](=[C:18]([C:20]([NH2:22])=[O:21])[CH:19]=1)[N:16]=[CH:15][N:14]=[C:13]2[NH:23][CH2:24][C:25]1[CH:30]=[CH:29][C:28]([Cl:31])=[C:27]([C:32]([F:35])([F:34])[F:33])[CH:26]=1.C(=O)([O-])[O-].[Cs+].[Cs+]. (6) Given the product [CH3:47][O:48][C:36]1[CH:40]=[CH:41][C:42]([S:11]([C:14]2[CH:19]=[CH:18][C:17]([O:20][CH3:44])=[C:16]([CH2:21][CH:22]=[CH2:23])[CH:15]=2)(=[O:12])=[O:13])=[CH:43][C:35]=1[CH2:26][CH:27]=[CH2:31], predict the reactants needed to synthesize it. The reactants are: C(C1C=C([S:11]([C:14]2[CH:19]=[CH:18][C:17]([OH:20])=[C:16]([CH2:21][CH:22]=[CH2:23])[CH:15]=2)(=[O:13])=[O:12])C=CC=1O)C=C.[OH-].[Na+].[C:26]1([C:35]2[C:36](=[CH:40][CH:41]=[CH:42][CH:43]=2)C([O-])=O)[C:27](=[CH:31]C=CC=1)C([O-])=O.[CH3:44]I.C[C:47](N(C)C)=[O:48].